The task is: Predict which catalyst facilitates the given reaction.. This data is from Catalyst prediction with 721,799 reactions and 888 catalyst types from USPTO. (1) Reactant: [OH:1][C:2]1([C:29]2[S:33][C:32]([S:34][CH3:35])=[N:31][CH:30]=2)[CH2:7][CH2:6][CH:5]([N:8]2[CH2:11][CH:10]([NH:12][C:13]([CH2:15][NH:16][C:17](=[O:28])[C:18]3[CH:23]=[CH:22][CH:21]=[C:20]([C:24]([F:27])([F:26])[F:25])[CH:19]=3)=[O:14])[CH2:9]2)[CH2:4][CH2:3]1.O.[OH:37]OS([O-])=O.[K+]. Product: [OH:1][C:2]1([C:29]2[S:33][C:32]([S:34]([CH3:35])=[O:37])=[N:31][CH:30]=2)[CH2:3][CH2:4][CH:5]([N:8]2[CH2:9][CH:10]([NH:12][C:13]([CH2:15][NH:16][C:17](=[O:28])[C:18]3[CH:23]=[CH:22][CH:21]=[C:20]([C:24]([F:25])([F:26])[F:27])[CH:19]=3)=[O:14])[CH2:11]2)[CH2:6][CH2:7]1. The catalyst class is: 5. (2) Reactant: [CH2:1]([O:8][C:9]([NH:11][C@@H:12]([CH2:16][CH2:17][CH2:18][CH2:19][NH:20][C:21]([O:23][C:24]([CH3:27])([CH3:26])[CH3:25])=[O:22])[C:13](O)=[O:14])=[O:10])[C:2]1[CH:7]=[CH:6][CH:5]=[CH:4][CH:3]=1.C(OC(Cl)=O)C(C)C.[BH4-].[Na+].Cl. Product: [C:24]([O:23][C:21](=[O:22])[NH:20][CH2:19][CH2:18][CH2:17][CH2:16][C@H:12]([NH:11][C:9]([O:8][CH2:1][C:2]1[CH:7]=[CH:6][CH:5]=[CH:4][CH:3]=1)=[O:10])[CH2:13][OH:14])([CH3:27])([CH3:25])[CH3:26]. The catalyst class is: 20. (3) Reactant: [Cl:1][C:2]1[C:7]([NH2:8])=[CH:6][CH:5]=[CH:4][N:3]=1.[CH2:9]([O:11][C:12]1[C:13](=O)[C:14](=[O:19])[C:15]=1[O:16]CC)[CH3:10]. Product: [Cl:1][C:2]1[C:7]([NH:8][C:13]2[C:14](=[O:19])[C:15](=[O:16])[C:12]=2[O:11][CH2:9][CH3:10])=[CH:6][CH:5]=[CH:4][N:3]=1. The catalyst class is: 8. (4) Reactant: [ClH:1].C([O:9][C:10]1[CH:11]=[C:12]([C:16]2([F:37])[CH2:21][CH2:20][N:19]([CH2:22][CH2:23][CH:24]([C:31]3[CH:36]=[CH:35][CH:34]=[CH:33][CH:32]=3)[C:25]3[CH:30]=[CH:29][CH:28]=[CH:27][CH:26]=3)[CH2:18][CH2:17]2)[CH:13]=[CH:14][CH:15]=1)C1C=CC=CC=1.[H][H]. Product: [ClH:1].[C:31]1([CH:24]([C:25]2[CH:26]=[CH:27][CH:28]=[CH:29][CH:30]=2)[CH2:23][CH2:22][N:19]2[CH2:18][CH2:17][C:16]([F:37])([C:12]3[CH:13]=[CH:14][CH:15]=[C:10]([OH:9])[CH:11]=3)[CH2:21][CH2:20]2)[CH:32]=[CH:33][CH:34]=[CH:35][CH:36]=1. The catalyst class is: 19. (5) Reactant: [Cl:1][CH2:2][C:3](Cl)=[O:4].[NH2:6][CH2:7][C:8]1([OH:25])[CH2:11][N:10]([CH:12]([C:19]2[CH:24]=[CH:23][CH:22]=[CH:21][CH:20]=2)[C:13]2[CH:18]=[CH:17][CH:16]=[CH:15][CH:14]=2)[CH2:9]1.C(=O)([O-])[O-].[K+].[K+]. Product: [CH:12]([N:10]1[CH2:9][C:8]([CH2:7][NH:6][C:3](=[O:4])[CH2:2][Cl:1])([OH:25])[CH2:11]1)([C:19]1[CH:24]=[CH:23][CH:22]=[CH:21][CH:20]=1)[C:13]1[CH:18]=[CH:17][CH:16]=[CH:15][CH:14]=1. The catalyst class is: 84. (6) Reactant: [C:1]([N:4]1[C:13]2[C:8](=[CH:9][C:10]([C:14](O)=[O:15])=[CH:11][CH:12]=2)[C@H:7]([NH:17][C:18]2[CH:23]=[CH:22][CH:21]=[C:20]([CH3:24])[N:19]=2)[C@@H:6]([CH3:25])[C@@H:5]1[CH:26]1[CH2:28][CH2:27]1)(=[O:3])[CH3:2].CN(C([O:36]N1N=NC2C=CC=NC1=2)=[N+](C)C)C.F[P-](F)(F)(F)(F)F.[NH:53]1[CH2:57][CH2:56][CH2:55][CH2:54]1.CCN(C(C)C)C(C)C. Product: [CH:26]1([C@H:5]2[C@H:6]([CH3:25])[C@@H:7]([NH:17][C:18]3[CH:23]=[CH:22][CH:21]=[C:20]([CH3:24])[N:19]=3)[C:8]3[C:13](=[CH:12][CH:11]=[C:10]([C:14]([N:53]4[CH2:57][CH2:56][O:36][CH2:55][CH2:54]4)=[O:15])[CH:9]=3)[N:4]2[C:1](=[O:3])[CH3:2])[CH2:28][CH2:27]1. The catalyst class is: 9. (7) Product: [CH3:1][O:2][C:3]1[CH:4]=[C:5]([C:11]2[CH:12]=[C:13]([NH2:14])[N:17]([CH3:16])[N:18]=2)[CH:6]=[C:7]([O:9][CH3:10])[CH:8]=1. Reactant: [CH3:1][O:2][C:3]1[CH:4]=[C:5]([C:11](=O)[CH2:12][C:13]#[N:14])[CH:6]=[C:7]([O:9][CH3:10])[CH:8]=1.[CH3:16][NH:17][NH2:18]. The catalyst class is: 5.